Dataset: Reaction yield outcomes from USPTO patents with 853,638 reactions. Task: Predict the reaction yield, written as a fraction of the theoretical maximum amount of product (1.0 means a 100% yield; for example, 0.34 means a 34% yield). The reactants are [F:1][C:2]1[CH:3]=[CH:4][C:5]([O:23][CH3:24])=[C:6]([C@H:8]2[CH2:12][CH2:11][CH2:10][N:9]2[C:13]2[CH:18]=[CH:17][N:16]3[N:19]=[CH:20][C:21]([NH2:22])=[C:15]3[N:14]=2)[CH:7]=1.CCN(C(C)C)C(C)C.C1N=CN([C:39]([N:41]2[CH:45]=N[CH:43]=[CH:42]2)=[O:40])C=1.N1CC[C@H:48]([OH:51])C1. The catalyst is C(Cl)Cl. The product is [F:1][C:2]1[CH:3]=[CH:4][C:5]([O:23][CH3:24])=[C:6]([C@H:8]2[CH2:12][CH2:11][CH2:10][N:9]2[C:13]2[CH:18]=[CH:17][N:16]3[N:19]=[CH:20][C:21]([NH:22][C:39]([N:41]4[CH2:42][CH2:43][C@H:48]([OH:51])[CH2:45]4)=[O:40])=[C:15]3[N:14]=2)[CH:7]=1. The yield is 0.830.